Dataset: Full USPTO retrosynthesis dataset with 1.9M reactions from patents (1976-2016). Task: Predict the reactants needed to synthesize the given product. (1) Given the product [C:37]([N:27]1[CH2:26][CH2:25][C:10]2([N:9]=[C:8]([C:5]3[CH:4]=[CH:3][C:2]([Br:1])=[CH:7][CH:6]=3)[N:12]([CH2:13][C@@H:14]3[CH2:18][CH2:17][N:16]([C:19]([CH:21]4[CH2:23][CH2:22]4)=[O:20])[CH2:15]3)[C:11]2=[O:24])[CH2:29][CH2:28]1)(=[O:39])[CH3:38], predict the reactants needed to synthesize it. The reactants are: [Br:1][C:2]1[CH:7]=[CH:6][C:5]([C:8]2[N:12]([CH2:13][C@@H:14]3[CH2:18][CH2:17][N:16]([C:19]([CH:21]4[CH2:23][CH2:22]4)=[O:20])[CH2:15]3)[C:11](=[O:24])[C:10]3([CH2:29][CH2:28][NH:27][CH2:26][CH2:25]3)[N:9]=2)=[CH:4][CH:3]=1.CCN(CC)CC.[C:37](Cl)(=[O:39])[CH3:38]. (2) Given the product [CH2:23]([N:24]([CH2:25][CH3:26])[C:2]([C@@H:4]1[CH:19]=[C:18]2[C@@H:8]([CH2:9][C:10]3[C:20]4[C:13](=[CH:14][CH:15]=[CH:16][C:17]2=4)[NH:12][CH:11]=3)[N:6]([CH3:7])[CH2:5]1)=[O:1])[CH3:21], predict the reactants needed to synthesize it. The reactants are: [OH:1][C:2]([C@@H:4]1[CH:19]=[C:18]2[C@@H:8]([CH2:9][C:10]3[C:20]4[C:13](=[CH:14][CH:15]=[CH:16][C:17]2=4)[NH:12][CH:11]=3)[N:6]([CH3:7])[CH2:5]1)=O.[C:21](C1NC=CN=1)([C:23]1[NH:24][CH:25]=[CH:26]N=1)=O.C(NCC)C. (3) The reactants are: [NH:1]1[CH:5]=[CH:4][N:3]=[CH:2]1.N1C=CC=CC=1.[CH2:12]1[O:20][C@@H:13]1[C:14]1[CH:19]=[CH:18][CH:17]=[CH:16][CH:15]=1. Given the product [NH:1]1[CH:5]=[CH:4][N:3]=[C:2]1[CH2:12][C@H:13]([C:14]1[CH:19]=[CH:18][CH:17]=[CH:16][CH:15]=1)[OH:20], predict the reactants needed to synthesize it. (4) Given the product [C:27]([C:31]1[CH:36]=[C:35]([B:18]2[O:19][C:20]([CH3:25])([CH3:26])[C:21]([CH3:23])([CH3:24])[O:22]2)[CH:34]=[C:33]([C:37]([CH3:40])([CH3:39])[CH3:38])[N:32]=1)([CH3:30])([CH3:29])[CH3:28], predict the reactants needed to synthesize it. The reactants are: C1CCC=CCCC=1.[B:18]1([B:18]2[O:22][C:21]([CH3:24])([CH3:23])[C:20]([CH3:26])([CH3:25])[O:19]2)[O:22][C:21]([CH3:24])([CH3:23])[C:20]([CH3:26])([CH3:25])[O:19]1.[C:27]([C:31]1[CH:36]=[CH:35][CH:34]=[C:33]([C:37]([CH3:40])([CH3:39])[CH3:38])[N:32]=1)([CH3:30])([CH3:29])[CH3:28]. (5) Given the product [CH2:1]([O:8][C:9]1[CH:10]=[CH:11][C:12]([C:15]2[CH:16]=[C:17]3[C:21](=[CH:22][CH:23]=2)[N:20]([C:29]([O:28][C:25]([CH3:27])([CH3:26])[CH3:24])=[O:30])[CH:19]=[CH:18]3)=[CH:13][CH:14]=1)[C:2]1[CH:3]=[CH:4][CH:5]=[CH:6][CH:7]=1, predict the reactants needed to synthesize it. The reactants are: [CH2:1]([O:8][C:9]1[CH:14]=[CH:13][C:12]([C:15]2[CH:16]=[C:17]3[C:21](=[CH:22][CH:23]=2)[NH:20][CH:19]=[CH:18]3)=[CH:11][CH:10]=1)[C:2]1[CH:7]=[CH:6][CH:5]=[CH:4][CH:3]=1.[CH3:24][C:25]([O:28][C:29](O[C:29]([O:28][C:25]([CH3:27])([CH3:26])[CH3:24])=[O:30])=[O:30])([CH3:27])[CH3:26].